This data is from Reaction yield outcomes from USPTO patents with 853,638 reactions. The task is: Predict the reaction yield, written as a fraction of the theoretical maximum amount of product (1.0 means a 100% yield; for example, 0.34 means a 34% yield). (1) The reactants are [Cl:1][C:2]1[CH:27]=[CH:26][C:5]([O:6][C:7]([N:9]([CH3:25])[C@H:10]2[CH2:15][CH2:14][C@H:13]([CH2:16][CH2:17][CH2:18][CH2:19]OS(C)(=O)=O)[CH2:12][CH2:11]2)=[O:8])=[CH:4][CH:3]=1.[CH2:28]([NH:31][CH3:32])[CH:29]=[CH2:30]. The catalyst is CO. The product is [Cl:1][C:2]1[CH:27]=[CH:26][C:5]([O:6][C:7](=[O:8])[N:9]([C@H:10]2[CH2:15][CH2:14][C@H:13]([CH2:16][CH2:17][CH2:18][CH2:19][N:31]([CH2:28][CH:29]=[CH2:30])[CH3:32])[CH2:12][CH2:11]2)[CH3:25])=[CH:4][CH:3]=1. The yield is 0.800. (2) The reactants are [NH2:1][C:2]1[CH:3]=[CH:4][C:5]([CH3:11])=[C:6]([CH:10]=1)[C:7]([OH:9])=[O:8].[F:12][C:13]([F:24])([F:23])[C:14]1[CH:15]=[C:16]([CH:20]=[CH:21][CH:22]=1)[C:17](Cl)=[O:18]. The catalyst is C1COCC1. The product is [F:12][C:13]([F:23])([F:24])[C:14]1[CH:15]=[C:16]([CH:20]=[CH:21][CH:22]=1)[C:17]([NH:1][C:2]1[CH:3]=[CH:4][C:5]([CH3:11])=[C:6]([CH:10]=1)[C:7]([OH:9])=[O:8])=[O:18]. The yield is 0.470. (3) The product is [C:15]([O:18][C:19]([NH:1][CH2:2][CH2:3][CH2:4][C:5]([OH:7])=[O:6])=[O:20])([CH3:17])([CH3:16])[CH3:14]. The yield is 0.900. The catalyst is O.C1COCC1. The reactants are [NH2:1][CH2:2][CH2:3][CH2:4][C:5]([OH:7])=[O:6].C([O-])([O-])=O.[Na+].[Na+].[CH3:14][C:15]([O:18][C:19](O[C:19]([O:18][C:15]([CH3:17])([CH3:16])[CH3:14])=[O:20])=[O:20])([CH3:17])[CH3:16]. (4) The reactants are [Cl:1][C:2]1[NH:6][C:5]2[CH:7]=[CH:8][CH:9]=[CH:10][C:4]=2[N:3]=1.[H-].[Na+].[CH3:13][Si:14]([CH3:21])([CH3:20])[CH2:15][CH2:16][O:17][CH2:18]Cl. The catalyst is CN(C=O)C. The product is [CH3:13][Si:14]([CH3:21])([CH3:20])[CH2:15][CH2:16][O:17][CH2:18][N:3]1[C:4]2[CH:10]=[CH:9][CH:8]=[CH:7][C:5]=2[N:6]=[C:2]1[Cl:1]. The yield is 0.608. (5) The yield is 0.730. The reactants are [NH2:1][CH2:2][C:3]1[CH:4]=[C:5]2[C:10](=[CH:11][C:12]=1[C:13]([F:16])([F:15])[F:14])[NH:9][C:8](=[O:17])[N:7]([NH:18][S:19]([CH3:22])(=[O:21])=[O:20])[C:6]2=[O:23].[CH:24](OCC)=[O:25]. The product is [CH:24]([NH:1][CH2:2][C:3]1[CH:4]=[C:5]2[C:10](=[CH:11][C:12]=1[C:13]([F:15])([F:16])[F:14])[NH:9][C:8](=[O:17])[N:7]([NH:18][S:19]([CH3:22])(=[O:20])=[O:21])[C:6]2=[O:23])=[O:25]. The catalyst is C1COCC1. (6) The reactants are Br[CH2:2][C:3]([C:5]12[CH2:14][CH:9]3[CH2:10][CH:11]([CH2:13][CH:7]([CH2:8]3)[CH2:6]1)[CH2:12]2)=[O:4].[CH3:15][C:16]1[S:17][C:18]2[CH:24]=[CH:23][C:22]([NH2:25])=[CH:21][C:19]=2[N:20]=1.C(=O)([O-])[O-].[K+].[K+]. The catalyst is C(#N)C. The product is [C:5]12([C:3](=[O:4])[CH2:2][NH:25][C:22]3[CH:23]=[CH:24][C:18]4[S:17][C:16]([CH3:15])=[N:20][C:19]=4[CH:21]=3)[CH2:14][CH:9]3[CH2:10][CH:11]([CH2:13][CH:7]([CH2:8]3)[CH2:6]1)[CH2:12]2. The yield is 0.530. (7) The reactants are [NH2:1][C:2]1[C:3]([F:13])=[CH:4][C:5]2[S:10][CH2:9][C:8](=[O:11])[NH:7][C:6]=2[CH:12]=1.[CH2:14]([C@H:16]1[O:18][CH2:17]1)[Cl:15]. The catalyst is CCO.O. The product is [Cl:15][CH2:14][CH:16]([OH:18])[CH2:17][NH:1][C:2]1[C:3]([F:13])=[CH:4][C:5]2[S:10][CH2:9][C:8](=[O:11])[NH:7][C:6]=2[CH:12]=1. The yield is 0.570. (8) The reactants are [CH3:1][S:2][C:3]1[CH:8]=[C:7]([C:9]2[CH:14]=[CH:13][CH:12]=[CH:11][CH:10]=2)O[C:5](=O)[C:4]=1[C:16]([O:18][CH3:19])=[O:17].[C:20]1([N:26]2[CH:34]=[C:33]3[C:28]([CH2:29][CH2:30][CH2:31]C3=O)=[N:27]2)[CH:25]=[CH:24][CH:23]=[CH:22][CH:21]=1.[OH-].[K+].Cl. The catalyst is CN(C=O)C. The product is [CH3:1][S:2][C:3]1[CH:8]=[C:7]([C:9]2[CH:14]=[CH:13][CH:12]=[CH:11][CH:10]=2)[C:31]2[CH2:30][CH2:29][C:28]3[C:33](=[CH:34][N:26]([C:20]4[CH:25]=[CH:24][CH:23]=[CH:22][CH:21]=4)[N:27]=3)[C:5]=2[C:4]=1[C:16]([O:18][CH3:19])=[O:17]. The yield is 0.550. (9) The product is [C:40]([C:37]1[CH:36]=[CH:35][C:34]([C:33]([NH:32][C:27]2[CH:28]=[CH:29][C:30]([CH3:31])=[C:25]([CH:26]=2)[NH:24][C:2]2[C:11]3[C:6](=[CH:7][C:8]([O:14][CH2:15][CH2:16][CH2:17][N:18]4[CH2:23][CH2:22][O:21][CH2:20][CH2:19]4)=[C:9]([O:12][CH3:13])[CH:10]=3)[N:5]=[CH:4][N:3]=2)=[O:42])=[CH:39][CH:38]=1)#[N:41]. The reactants are Cl[C:2]1[C:11]2[C:6](=[CH:7][C:8]([O:14][CH2:15][CH2:16][CH2:17][N:18]3[CH2:23][CH2:22][O:21][CH2:20][CH2:19]3)=[C:9]([O:12][CH3:13])[CH:10]=2)[N:5]=[CH:4][N:3]=1.[NH2:24][C:25]1[CH:26]=[C:27]([NH:32][C:33](=[O:42])[C:34]2[CH:39]=[CH:38][C:37]([C:40]#[N:41])=[CH:36][CH:35]=2)[CH:28]=[CH:29][C:30]=1[CH3:31]. The yield is 0.520. No catalyst specified.